This data is from Full USPTO retrosynthesis dataset with 1.9M reactions from patents (1976-2016). The task is: Predict the reactants needed to synthesize the given product. (1) Given the product [OH:13][C@@H:12]1[C@H:11]([OH:15])[C@@H:10]([CH2:9][OH:8])[C:19]2([CH2:21][CH2:20]2)[C@H:18]1[N:22]1[CH:27]=[CH:26][C:25](=[O:28])[NH:24][C:23]1=[O:29], predict the reactants needed to synthesize it. The reactants are: [Si]([O:8][CH2:9][C@H:10]1[C:19]2([CH2:21][CH2:20]2)[C@@H:18]([N:22]2[CH:27]=[CH:26][C:25](=[O:28])[NH:24][C:23]2=[O:29])[C@@H:12]2[O:13]C(C)(C)[O:15][C@H:11]12)(C(C)(C)C)(C)C. (2) The reactants are: Cl.Cl.[NH2:3][CH2:4][C:5]1[CH:10]=[CH:9][N:8]=[C:7]([N:11]2[C:15](=[O:16])[C:14]([C:17]3[CH:18]=[N:19][CH:20]=[CH:21][CH:22]=3)=[CH:13][NH:12]2)[CH:6]=1.C(N(CC)CC)C.[C:30]([Cl:33])(=[O:32])[CH3:31]. Given the product [ClH:33].[O:16]=[C:15]1[N:11]([C:7]2[CH:6]=[C:5]([CH2:4][NH:3][C:30](=[O:32])[CH3:31])[CH:10]=[CH:9][N:8]=2)[NH:12][CH:13]=[C:14]1[C:17]1[CH:18]=[N:19][CH:20]=[CH:21][CH:22]=1, predict the reactants needed to synthesize it. (3) Given the product [CH3:14][O:13][C:10]1[CH:11]=[CH:12][C:7]([CH2:6][NH:1][CH2:2][C@H:3]([OH:5])[CH3:4])=[CH:8][CH:9]=1, predict the reactants needed to synthesize it. The reactants are: [NH2:1][CH2:2][C@H:3]([OH:5])[CH3:4].[CH:6](=O)[C:7]1[CH:12]=[CH:11][C:10]([O:13][CH3:14])=[CH:9][CH:8]=1.C(O[BH-](OC(=O)C)OC(=O)C)(=O)C.[Na+]. (4) Given the product [CH2:29]1[C:37]2[C:32](=[CH:33][CH:34]=[CH:35][CH:36]=2)[CH2:31][N:30]1[CH2:2][C:3]1[N:4]([CH3:28])[C:5]2[C:10]([N:11]=1)=[C:9]([N:12]1[CH2:17][CH2:16][O:15][CH2:14][CH2:13]1)[N:8]=[C:7]([N:18]1[C:22]3[CH:23]=[CH:24][CH:25]=[CH:26][C:21]=3[N:20]=[C:19]1[CH3:27])[N:6]=2, predict the reactants needed to synthesize it. The reactants are: Br[CH2:2][C:3]1[N:4]([CH3:28])[C:5]2[C:10]([N:11]=1)=[C:9]([N:12]1[CH2:17][CH2:16][O:15][CH2:14][CH2:13]1)[N:8]=[C:7]([N:18]1[C:22]3[CH:23]=[CH:24][CH:25]=[CH:26][C:21]=3[N:20]=[C:19]1[CH3:27])[N:6]=2.[CH2:29]1[C:37]2[C:32](=[CH:33][CH:34]=[CH:35][CH:36]=2)[CH2:31][NH:30]1. (5) Given the product [CH:13]1([CH2:12][CH2:11][NH:10][C:8]([C:5]2[N:6]=[N:7][C:2]([N:25]3[CH2:24][CH2:23][CH:22]([O:21][C:20]4[CH:28]=[CH:29][C:17]([F:16])=[CH:18][CH:19]=4)[CH2:27][CH2:26]3)=[CH:3][CH:4]=2)=[O:9])[CH2:15][CH2:14]1, predict the reactants needed to synthesize it. The reactants are: Cl[C:2]1[N:7]=[N:6][C:5]([C:8]([NH:10][CH2:11][CH2:12][CH:13]2[CH2:15][CH2:14]2)=[O:9])=[CH:4][CH:3]=1.[F:16][C:17]1[CH:29]=[CH:28][C:20]([O:21][CH:22]2[CH2:27][CH2:26][NH:25][CH2:24][CH2:23]2)=[CH:19][CH:18]=1. (6) Given the product [F:1][C:2]1[CH:7]=[C:6]([I:8])[CH:5]=[CH:4][C:3]=1[NH:9][C:10]1[C:15]([N+:16]([O-:18])=[O:17])=[C:14]([O:27][CH3:25])[CH:13]=[C:12]([F:20])[C:11]=1[F:21], predict the reactants needed to synthesize it. The reactants are: [F:1][C:2]1[CH:7]=[C:6]([I:8])[CH:5]=[CH:4][C:3]=1[NH:9][C:10]1[C:15]([N+:16]([O-:18])=[O:17])=[C:14](F)[CH:13]=[C:12]([F:20])[C:11]=1[F:21].C[O-].[Na+].[C:25](OCC)(=[O:27])C.